Dataset: Reaction yield outcomes from USPTO patents with 853,638 reactions. Task: Predict the reaction yield, written as a fraction of the theoretical maximum amount of product (1.0 means a 100% yield; for example, 0.34 means a 34% yield). (1) The reactants are [NH2:1][C:2]1[CH:3]=[C:4]2[C:8](=[CH:9][CH:10]=1)[NH:7][N:6]=[C:5]2[C:11]1[CH:16]=[CH:15][CH:14]=[CH:13][CH:12]=1.[C:17](Cl)(=[O:24])[C:18]1[CH:23]=[CH:22][CH:21]=[CH:20][CH:19]=1. The catalyst is C(#N)C.C(N(CC)CC)C. The product is [C:18]1([C:17]([NH:1][C:2]2[CH:3]=[C:4]3[C:8](=[CH:9][CH:10]=2)[NH:7][N:6]=[C:5]3[C:11]2[CH:16]=[CH:15][CH:14]=[CH:13][CH:12]=2)=[O:24])[CH:23]=[CH:22][CH:21]=[CH:20][CH:19]=1. The yield is 0.0800. (2) The catalyst is O1CCCC1. The reactants are [Cl-].[Li+].[Cu](C#N)C#N.[CH:8]1([Mg]Cl)[CH2:12][CH2:11][CH2:10][CH2:9]1.C(OCC)C.[C:20]([O:24][CH3:25])(=[O:23])[C:21]#[CH:22].[I:26]I. The product is [CH3:25][O:24][C:20](=[O:23])/[C:21](/[I:26])=[CH:22]\[CH:8]1[CH2:12][CH2:11][CH2:10][CH2:9]1. The yield is 0.970. (3) The reactants are [OH:1][CH2:2][C:3]1[CH:21]=[CH:20][C:6]([NH:7][CH:8]=[C:9]([C:15]([O:17][CH2:18][CH3:19])=[O:16])[C:10]([O:12][CH2:13][CH3:14])=[O:11])=[C:5]([I:22])[CH:4]=1.[C:23](OC(=O)C)(=[O:25])[CH3:24].O. The product is [C:23]([O:1][CH2:2][C:3]1[CH:21]=[CH:20][C:6]([NH:7][CH:8]=[C:9]([C:15]([O:17][CH2:18][CH3:19])=[O:16])[C:10]([O:12][CH2:13][CH3:14])=[O:11])=[C:5]([I:22])[CH:4]=1)(=[O:25])[CH3:24]. The catalyst is C(O)(=O)C. The yield is 0.870. (4) The reactants are Cl[C:2]1[N:7]=[C:6]([NH:8][C:9]2[CH:14]=[CH:13][CH:12]=[CH:11][CH:10]=2)[C:5]([Cl:15])=[CH:4][N:3]=1.[CH3:16][P:17]([C:20]1[CH:26]=[CH:25][C:23]([NH2:24])=[C:22]([O:27][CH3:28])[CH:21]=1)([CH3:19])=[O:18].Cl. The catalyst is CN(C=O)C.C(O)C. The product is [Cl:15][C:5]1[C:6]([NH:8][C:9]2[CH:14]=[CH:13][CH:12]=[CH:11][CH:10]=2)=[N:7][C:2]([NH:24][C:23]2[CH:25]=[CH:26][C:20]([P:17]([CH3:16])([CH3:19])=[O:18])=[CH:21][C:22]=2[O:27][CH3:28])=[N:3][CH:4]=1. The yield is 0.160. (5) The yield is 0.850. The reactants are [F:1][C:2]1[N:7]=[C:6]([NH:8][CH2:9][C:10]2[CH:15]=[CH:14][C:13]([O:16][CH3:17])=[CH:12][CH:11]=2)[CH:5]=[CH:4][CH:3]=1.[Br:18]N1C(=O)CCC1=O. The product is [Br:18][C:3]1[CH:4]=[CH:5][C:6]([NH:8][CH2:9][C:10]2[CH:15]=[CH:14][C:13]([O:16][CH3:17])=[CH:12][CH:11]=2)=[N:7][C:2]=1[F:1]. The catalyst is C(#N)C. (6) The reactants are [Cl:1][C:2]1[CH:7]=[CH:6][N:5]=[CH:4][CH:3]=1.OS(O)(=O)=O.OO.[CH3:15][NH:16][CH:17]=[O:18]. No catalyst specified. The product is [Cl:1][C:2]1[CH:7]=[CH:6][N:5]=[C:4]([C:17]([NH:16][CH3:15])=[O:18])[CH:3]=1. The yield is 0.0530.